Dataset: Forward reaction prediction with 1.9M reactions from USPTO patents (1976-2016). Task: Predict the product of the given reaction. (1) Given the reactants [CH2:1]([N:8]([CH2:26][C:27]1[CH:32]=[CH:31][CH:30]=[CH:29][CH:28]=1)[C@H:9]1[CH2:14][CH2:13][C@H:12]([O:15][CH2:16][CH2:17][CH2:18][O:19]C2CCCCO2)[CH2:11][CH2:10]1)[C:2]1[CH:7]=[CH:6][CH:5]=[CH:4][CH:3]=1.Cl.C(=O)(O)[O-].[Na+], predict the reaction product. The product is: [CH2:26]([N:8]([CH2:1][C:2]1[CH:3]=[CH:4][CH:5]=[CH:6][CH:7]=1)[C@H:9]1[CH2:10][CH2:11][C@H:12]([O:15][CH2:16][CH2:17][CH2:18][OH:19])[CH2:13][CH2:14]1)[C:27]1[CH:28]=[CH:29][CH:30]=[CH:31][CH:32]=1. (2) Given the reactants Br[C:2]1[CH:3]=[C:4]([C:8]2[N:9]([C:13]3[C:18]([CH3:19])=[CH:17][CH:16]=[CH:15][C:14]=3[CH3:20])[CH:10]=[CH:11][N:12]=2)[CH:5]=[CH:6][CH:7]=1.[CH2:21]([Sn](CCCC)(CCCC)C#C)[CH2:22]CC.CCOC(C)=O.O, predict the reaction product. The product is: [CH3:20][C:14]1[CH:15]=[CH:16][CH:17]=[C:18]([CH3:19])[C:13]=1[N:9]1[CH:10]=[CH:11][N:12]=[C:8]1[C:4]1[CH:5]=[CH:6][CH:7]=[C:2]([C:21]#[CH:22])[CH:3]=1. (3) Given the reactants Br[C:2]1[CH:3]=[CH:4][C:5]2[NH:11][C:10]3[N:12]=[C:13]([C:16]([F:19])([F:18])[F:17])[CH:14]=[CH:15][C:9]=3[CH2:8][N:7]([S:20]([C:23]3[CH:28]=[CH:27][C:26]([C:29]([CH3:32])([CH3:31])[CH3:30])=[CH:25][CH:24]=3)(=[O:22])=[O:21])[C:6]=2[CH:33]=1.[Li+].[Cl-].C([Sn](CCCC)(CCCC)[C:41]([O:43]CC)=[CH2:42])CCC.Cl.CCOCC, predict the reaction product. The product is: [C:29]([C:26]1[CH:27]=[CH:28][C:23]([S:20]([N:7]2[C:6]3[CH:33]=[C:2]([C:41](=[O:43])[CH3:42])[CH:3]=[CH:4][C:5]=3[NH:11][C:10]3[N:12]=[C:13]([C:16]([F:18])([F:17])[F:19])[CH:14]=[CH:15][C:9]=3[CH2:8]2)(=[O:21])=[O:22])=[CH:24][CH:25]=1)([CH3:32])([CH3:30])[CH3:31]. (4) The product is: [NH2:10][C:13]1[CH:14]=[C:15]([CH:18]=[CH:19][CH:20]=1)[CH2:16][N:6]1[CH2:7][CH2:8][N:4]([CH3:3])[C:5]1=[O:9]. Given the reactants [H-].[Na+].[CH3:3][N:4]1[CH2:8][CH2:7][NH:6][C:5]1=[O:9].[N+:10]([C:13]1[CH:14]=[C:15]([CH:18]=[CH:19][CH:20]=1)[CH2:16]Br)([O-])=O, predict the reaction product. (5) Given the reactants [CH2:1]([O:8][C:9]1[CH:14]=[CH:13][C:12]([N:15]=[C:16]=[O:17])=[CH:11][CH:10]=1)[C:2]1[CH:7]=[CH:6][CH:5]=[CH:4][CH:3]=1.[C:18]([O:22][C:23](=[O:28])[NH:24][CH2:25][CH2:26][NH2:27])([CH3:21])([CH3:20])[CH3:19], predict the reaction product. The product is: [CH2:1]([O:8][C:9]1[CH:14]=[CH:13][C:12]([NH:15][C:16](=[O:17])[NH:27][CH2:26][CH2:25][NH:24][C:23](=[O:28])[O:22][C:18]([CH3:20])([CH3:19])[CH3:21])=[CH:11][CH:10]=1)[C:2]1[CH:3]=[CH:4][CH:5]=[CH:6][CH:7]=1. (6) Given the reactants Br[C:2]1[CH:3]=[C:4]2[C:8](=[CH:9][CH:10]=1)[N:7]([CH:11]1[CH2:16][CH2:15][N:14]([C:17]([O:19][C:20]([CH3:23])([CH3:22])[CH3:21])=[O:18])[CH2:13][CH2:12]1)[CH:6]=[CH:5]2.[C:24]1([S:30]([O-:32])=[O:31])[CH:29]=[CH:28][CH:27]=[CH:26][CH:25]=1.[Na+].CNCCNC.C(=O)([O-])[O-].[K+].[K+], predict the reaction product. The product is: [C:24]1([S:30]([C:2]2[CH:3]=[C:4]3[C:8](=[CH:9][CH:10]=2)[N:7]([CH:11]2[CH2:16][CH2:15][N:14]([C:17]([O:19][C:20]([CH3:23])([CH3:22])[CH3:21])=[O:18])[CH2:13][CH2:12]2)[CH:6]=[CH:5]3)(=[O:32])=[O:31])[CH:29]=[CH:28][CH:27]=[CH:26][CH:25]=1.